From a dataset of Forward reaction prediction with 1.9M reactions from USPTO patents (1976-2016). Predict the product of the given reaction. (1) Given the reactants Cl[C:2]1[CH:12]=[C:11]([NH:13][CH2:14][CH2:15][C:16]2[CH:21]=[CH:20][CH:19]=[C:18]([F:22])[CH:17]=2)[C:5]([C:6]([O:8][CH2:9][CH3:10])=[O:7])=[CH:4][N:3]=1.[C:23]([C:25]1[CH:30]=[CH:29][CH:28]=[CH:27][C:26]=1B(O)O)#[N:24].C([O-])([O-])=O.[K+].[K+], predict the reaction product. The product is: [C:23]([C:25]1[CH:30]=[CH:29][CH:28]=[CH:27][C:26]=1[C:2]1[CH:12]=[C:11]([NH:13][CH2:14][CH2:15][C:16]2[CH:21]=[CH:20][CH:19]=[C:18]([F:22])[CH:17]=2)[C:5]([C:6]([O:8][CH2:9][CH3:10])=[O:7])=[CH:4][N:3]=1)#[N:24]. (2) Given the reactants [CH2:1]([O:3][C:4](=[O:15])[CH:5]([C:8]1[CH:13]=[CH:12][C:11](Br)=[CH:10][CH:9]=1)[CH2:6][CH3:7])[CH3:2].[B:16]1([B:16]2[O:20][C:19]([CH3:22])([CH3:21])[C:18]([CH3:24])([CH3:23])[O:17]2)[O:20][C:19]([CH3:22])([CH3:21])[C:18]([CH3:24])([CH3:23])[O:17]1, predict the reaction product. The product is: [CH2:1]([O:3][C:4](=[O:15])[CH:5]([C:8]1[CH:13]=[CH:12][C:11]([B:16]2[O:20][C:19]([CH3:22])([CH3:21])[C:18]([CH3:24])([CH3:23])[O:17]2)=[CH:10][CH:9]=1)[CH2:6][CH3:7])[CH3:2]. (3) Given the reactants [F:1][C:2]1[CH:7]=[C:6]([C:8]([F:11])([F:10])[F:9])[CH:5]=[CH:4][C:3]=1[CH:12]=O.Cl.[NH2:15][OH:16].[N:17]1[CH:22]=[CH:21][CH:20]=[CH:19][CH:18]=1, predict the reaction product. The product is: [CH2:12]([N:17]1[CH2:22][CH2:21][CH:20]([C:12]([C:3]2[CH:4]=[CH:5][C:6]([C:8]([F:11])([F:10])[F:9])=[CH:7][C:2]=2[F:1])=[N:15][OH:16])[CH2:19][CH2:18]1)[C:3]1[CH:4]=[CH:5][CH:6]=[CH:7][CH:2]=1. (4) Given the reactants [Br:1][C:2]1[CH:7]=[CH:6][C:5]([C:8]2[O:12][N:11]=[C:10]([CH3:13])[C:9]=2[CH:14]=O)=[CH:4][CH:3]=1.[CH3:16][NH2:17], predict the reaction product. The product is: [Br:1][C:2]1[CH:7]=[CH:6][C:5]([C:8]2[O:12][N:11]=[C:10]([CH3:13])[C:9]=2[CH2:14][NH:17][CH3:16])=[CH:4][CH:3]=1.